Dataset: Full USPTO retrosynthesis dataset with 1.9M reactions from patents (1976-2016). Task: Predict the reactants needed to synthesize the given product. Given the product [Br:1][C:2]1[CH:3]=[C:4]2[C:9](=[CH:10][CH:11]=1)[N:8]=[CH:7][CH:6]=[C:5]2[C:21]1[CH:22]=[N:23][NH:24][CH:25]=1, predict the reactants needed to synthesize it. The reactants are: [Br:1][C:2]1[CH:3]=[C:4]2[C:9](=[CH:10][CH:11]=1)[N:8]=[CH:7][CH:6]=[C:5]2I.CC1(C)C(C)(C)OB([C:21]2[CH:22]=[N:23][NH:24][CH:25]=2)O1.C(=O)([O-])[O-].[K+].[K+].